Dataset: Catalyst prediction with 721,799 reactions and 888 catalyst types from USPTO. Task: Predict which catalyst facilitates the given reaction. Reactant: O[N:2]1[C:6]2[CH:7]=CC=[CH:10][C:5]=2N=N1.C(N)(CC)C.Cl.C(N=C=NCCCN(C)C)C.[Br:28][C:29]1[CH:30]=[CH:31][C:32]([Cl:48])=[C:33]([C:35]2[C:44]3[C:39](=[CH:40][CH:41]=[CH:42][CH:43]=3)[CH:38]=[C:37]([C:45](O)=[O:46])[N:36]=2)[CH:34]=1. Product: [Br:28][C:29]1[CH:30]=[CH:31][C:32]([Cl:48])=[C:33]([C:35]2[C:44]3[C:39](=[CH:40][CH:41]=[CH:42][CH:43]=3)[CH:38]=[C:37]([C:45]([NH:2][CH:6]([CH3:7])[CH2:5][CH3:10])=[O:46])[N:36]=2)[CH:34]=1. The catalyst class is: 289.